Task: Predict the reactants needed to synthesize the given product.. Dataset: Full USPTO retrosynthesis dataset with 1.9M reactions from patents (1976-2016) (1) The reactants are: [Mg:1].[CH3:2][C:3]1[CH:4]=[N:5][C:6]([CH2:12][S+:13]([O-:25])[C:14]2[NH:15][C:16]3[CH:17]=[CH:18][C:19]([O:23][CH3:24])=[CH:20][C:21]=3[N:22]=2)=[C:7]([CH3:11])[C:8]=1[O:9][CH3:10]. Given the product [CH3:2][C:3]1[CH:4]=[N:5][C:6]([CH2:12][S+:13]([O-:25])[C:14]2[N-:15][C:16]3[CH:17]=[CH:18][C:19]([O:23][CH3:24])=[CH:20][C:21]=3[N:22]=2)=[C:7]([CH3:11])[C:8]=1[O:9][CH3:10].[CH3:2][C:3]1[CH:4]=[N:5][C:6]([CH2:12][S+:13]([O-:25])[C:14]2[N-:15][C:16]3[CH:17]=[CH:18][C:19]([O:23][CH3:24])=[CH:20][C:21]=3[N:22]=2)=[C:7]([CH3:11])[C:8]=1[O:9][CH3:10].[Mg+2:1], predict the reactants needed to synthesize it. (2) Given the product [CH:19]1([C:16]2[C:17]3[S:18][C:11]([C:8]([OH:10])=[O:9])=[C:12]([CH2:34][N:35]([CH3:2])[CH3:36])[C:13]=3[NH:14][C:15]=2[C:25]2[CH:30]=[CH:29][CH:28]=[CH:27][CH:26]=2)[CH2:20][CH2:21][CH2:22][CH2:23][CH2:24]1.[C:3]([OH:5])([C:2]([F:7])([F:6])[F:1])=[O:4], predict the reactants needed to synthesize it. The reactants are: [F:1][C:2]([F:7])([F:6])[C:3]([O-:5])=[O:4].[C:8]([C:11]1[S:18][C:17]2[C:16]([CH:19]3[CH2:24][CH2:23][CH2:22][CH2:21][CH2:20]3)=[C:15]([C:25]3[CH:30]=[CH:29][CH:28]=[CH:27][CH:26]=3)[N:14](COC)[C:13]=2[C:12]=1[CH2:34][NH2+:35][CH2:36]C1CCS(=O)(=O)C1)([OH:10])=[O:9].C1(C2C3SC(C(O)=O)=C(C=O)C=3N(COC)C=2C2C=CC=CC=2)CCCCC1.CNC.C(O[BH-](OC(=O)C)OC(=O)C)(=O)C.[Na+].Cl. (3) Given the product [CH3:18][O:6][C:5](=[O:7])[C:4]1[CH:8]=[CH:9][C:10]([O:11][CH3:12])=[C:2]([NH2:1])[CH:3]=1, predict the reactants needed to synthesize it. The reactants are: [NH2:1][C:2]1[CH:3]=[C:4]([CH:8]=[CH:9][C:10]=1[O:11][CH3:12])[C:5]([OH:7])=[O:6].OS(O)(=O)=O.[CH3:18]O. (4) Given the product [S:15]1[CH:12]=[CH:11][N:10]=[C:9]1[NH:8][C:1]([N:3]1[CH2:4][CH2:38][CH:37]([N:36]([CH2:43][C:44]2[C:49]([CH3:50])=[CH:48][CH:47]=[CH:46][N:45]=2)[CH2:35][C:30]2[C:29]([CH3:28])=[CH:34][CH:33]=[CH:32][N:31]=2)[CH2:6][CH2:7]1)=[O:2], predict the reactants needed to synthesize it. The reactants are: [C:1]([N:8]1[CH:12]=[CH:11][N:10]=[CH:9]1)([N:3]1[CH:7]=[CH:6]N=[CH:4]1)=[O:2].NC1[S:15]C=CN=1.CCN(C(C)C)C(C)C.[CH3:28][C:29]1[C:30]([CH2:35][N:36]([CH2:43][C:44]2[C:49]([CH3:50])=[CH:48][CH:47]=[CH:46][N:45]=2)[CH:37]2CCNC[CH2:38]2)=[N:31][CH:32]=[CH:33][CH:34]=1.